From a dataset of Peptide-MHC class II binding affinity with 134,281 pairs from IEDB. Regression. Given a peptide amino acid sequence and an MHC pseudo amino acid sequence, predict their binding affinity value. This is MHC class II binding data. (1) The peptide sequence is QENWNTSIKTLKFDA. The MHC is DRB1_0101 with pseudo-sequence DRB1_0101. The binding affinity (normalized) is 0.246. (2) The peptide sequence is DTFRKLFRRYSNFLR. The MHC is DRB1_0101 with pseudo-sequence DRB1_0101. The binding affinity (normalized) is 0.600.